This data is from Reaction yield outcomes from USPTO patents with 853,638 reactions. The task is: Predict the reaction yield, written as a fraction of the theoretical maximum amount of product (1.0 means a 100% yield; for example, 0.34 means a 34% yield). (1) The reactants are [O:1]1[CH:5]=[CH:4][CH:3]=[C:2]1[C:6]1[N:7]=[C:8]([NH:17][C:18]([C:20]2[CH:25]=[CH:24][N:23]=[C:22]([O:26]CC3C=CC(OC)=CC=3)[CH:21]=2)=[O:19])[S:9][C:10]=1[C:11]1[CH:16]=[CH:15][N:14]=[CH:13][CH:12]=1.C1(OC)C=CC=CC=1.C(=O)([O-])O.[Na+]. The catalyst is FC(F)(F)C(O)=O. The product is [O:1]1[CH:5]=[CH:4][CH:3]=[C:2]1[C:6]1[N:7]=[C:8]([NH:17][C:18]([C:20]2[CH:25]=[CH:24][NH:23][C:22](=[O:26])[CH:21]=2)=[O:19])[S:9][C:10]=1[C:11]1[CH:12]=[CH:13][N:14]=[CH:15][CH:16]=1. The yield is 0.680. (2) The reactants are I[C:2]1[CH:23]=[C:22]([CH3:24])[C:5]([O:6][C:7]2[CH:12]=[CH:11][N:10]=[C:9]([NH:13][C:14]3[CH:21]=[CH:20][C:17]([C:18]#[N:19])=[CH:16][CH:15]=3)[N:8]=2)=[C:4]([CH3:25])[CH:3]=1.[CH2:26]([O:29][CH2:30][CH2:31][O:32][CH2:33][CH2:34][O:35][CH2:36][CH2:37][O:38][CH2:39][CH2:40][OH:41])[C:27]#[CH:28].C(N(CC)CC)C. The catalyst is CN(C=O)C.C1COCC1.C(Cl)Cl.CO.[Cu]I.C1C=CC([P]([Pd]([P](C2C=CC=CC=2)(C2C=CC=CC=2)C2C=CC=CC=2)([P](C2C=CC=CC=2)(C2C=CC=CC=2)C2C=CC=CC=2)[P](C2C=CC=CC=2)(C2C=CC=CC=2)C2C=CC=CC=2)(C2C=CC=CC=2)C2C=CC=CC=2)=CC=1. The product is [OH:41][CH2:40][CH2:39][O:38][CH2:37][CH2:36][O:35][CH2:34][CH2:33][O:32][CH2:31][CH2:30][O:29][CH2:26][C:27]#[C:28][C:2]1[CH:23]=[C:22]([CH3:24])[C:5]([O:6][C:7]2[CH:12]=[CH:11][N:10]=[C:9]([NH:13][C:14]3[CH:21]=[CH:20][C:17]([C:18]#[N:19])=[CH:16][CH:15]=3)[N:8]=2)=[C:4]([CH3:25])[CH:3]=1. The yield is 0.850. (3) The reactants are C(O[C:4]([C:6]1[N:14]([CH2:15][C:16]#[CH:17])[C:13]2[CH:12]=[CH:11][N:10]=[CH:9][C:8]=2[C:7]=1[NH:18][C:19]1[CH:24]=[CH:23][C:22]([I:25])=[CH:21][C:20]=1[F:26])=[O:5])C.[OH-].[Na+].CCN=C=NCCCN(C)C.C1C=CC2N(O)N=NC=2C=1.[CH:50]([O:52][CH2:53][CH2:54][O:55][NH2:56])=[CH2:51].CCN(C(C)C)C(C)C. The yield is 0.560. The product is [CH:50]([O:52][CH2:53][CH2:54][O:55][NH:56][C:4]([C:6]1[N:14]([CH2:15][C:16]#[CH:17])[C:13]2[CH:12]=[CH:11][N:10]=[CH:9][C:8]=2[C:7]=1[NH:18][C:19]1[CH:24]=[CH:23][C:22]([I:25])=[CH:21][C:20]=1[F:26])=[O:5])=[CH2:51]. The catalyst is C1COCC1.CO. (4) The reactants are [CH:1]([S:4][C:5]1[CH:10]=[CH:9][C:8]([C:11]2[CH:16]=[CH:15][CH:14]=[C:13]([CH2:17][O:18][C:19]3[CH:24]=[CH:23][C:22]([C:25]4([CH2:29][C:30]([O:32]CC)=[O:31])[CH2:28][O:27][CH2:26]4)=[CH:21][CH:20]=3)[CH:12]=2)=[CH:7][CH:6]=1)([CH3:3])[CH3:2]. The catalyst is C1COCC1.CO.O.[OH-].[Li+]. The product is [CH:1]([S:4][C:5]1[CH:10]=[CH:9][C:8]([C:11]2[CH:16]=[CH:15][CH:14]=[C:13]([CH2:17][O:18][C:19]3[CH:24]=[CH:23][C:22]([C:25]4([CH2:29][C:30]([OH:32])=[O:31])[CH2:26][O:27][CH2:28]4)=[CH:21][CH:20]=3)[CH:12]=2)=[CH:7][CH:6]=1)([CH3:3])[CH3:2]. The yield is 0.820.